From a dataset of Forward reaction prediction with 1.9M reactions from USPTO patents (1976-2016). Predict the product of the given reaction. (1) Given the reactants [N:1]1([C@H:6]2[CH2:10][CH2:9][CH2:8][C@H:7]2[NH2:11])[CH2:5][CH2:4][CH2:3][CH2:2]1.[F:12][C:13]([F:30])([F:29])[C:14]1[CH:19]=[C:18]([C:20]2[CH:25]=[CH:24][CH:23]=[CH:22][CH:21]=2)[C:17]([C:26](O)=[O:27])=[CH:16][CH:15]=1, predict the reaction product. The product is: [N:1]1([CH:6]2[CH2:10][CH2:9][CH2:8][CH:7]2[NH:11][C:26]([C:17]2[C:18]([C:20]3[CH:25]=[CH:24][CH:23]=[CH:22][CH:21]=3)=[CH:19][C:14]([C:13]([F:29])([F:30])[F:12])=[CH:15][CH:16]=2)=[O:27])[CH2:2][CH2:3][CH2:4][CH2:5]1. (2) Given the reactants [CH2:1]1[O:17][C:16]2[C:3](=[CH:4][C:5]3[CH:6]=[C:7]([CH2:20][NH:21][CH2:22][CH2:23][CH2:24][CH2:25][CH2:26][C:27]([OH:29])=O)[C:8]4[C:13]([C:14]=3[CH:15]=2)=[CH:12][C:11]([O:18][CH3:19])=[CH:10][CH:9]=4)[O:2]1.N.C1O[C:46]2[C:33](=[CH:34][C:35]3[CH:35]=[C:34](CN4CCNCC4[C:33]4[CH:46]=[CH:45]C(Cl)=[CH:35][CH:34]=4)[C:33]4C(C=3[CH:45]=2)=CC(OC)=[CH:45][CH:46]=4)O1.C1OC2C(=CC3C=C(C(O)=O)C4C(C=3C=2)=CC(OC)=CC=4)O1, predict the reaction product. The product is: [CH2:1]1[O:17][C:16]2[C:3](=[CH:4][C:5]3[CH:6]=[C:7]([CH2:20][NH:21][CH:22]([CH2:35][CH2:34][CH2:33][CH2:46][CH3:45])[CH2:23][CH2:24][CH2:25][CH2:26][CH2:27][OH:29])[C:8]4[C:13]([C:14]=3[CH:15]=2)=[CH:12][C:11]([O:18][CH3:19])=[CH:10][CH:9]=4)[O:2]1. (3) Given the reactants [CH3:1][C:2]1[CH:7]=[CH:6][CH:5]=[CH:4][C:3]=1[CH:8]([NH:12][C:13]([NH:15][C:16]1[CH:21]=[CH:20][C:19]([Cl:22])=[CH:18][CH:17]=1)=[O:14])[C:9]([OH:11])=O.[S:23]1[CH2:27][CH2:26][N:25]([C:28]([C:30]2[CH:35]=[CH:34][C:33]([NH2:36])=[CH:32][CH:31]=2)=[O:29])[CH2:24]1.C(Cl)CCl, predict the reaction product. The product is: [S:23]1[CH2:27][CH2:26][N:25]([C:28]([C:30]2[CH:35]=[CH:34][C:33]([NH:36][C:9](=[O:11])[CH:8]([C:3]3[CH:4]=[CH:5][CH:6]=[CH:7][C:2]=3[CH3:1])[NH:12][C:13]([NH:15][C:16]3[CH:21]=[CH:20][C:19]([Cl:22])=[CH:18][CH:17]=3)=[O:14])=[CH:32][CH:31]=2)=[O:29])[CH2:24]1.